This data is from Forward reaction prediction with 1.9M reactions from USPTO patents (1976-2016). The task is: Predict the product of the given reaction. (1) The product is: [F:11][C:9]1[CH:10]=[C:5](/[C:3](/[CH3:4])=[CH:2]/[N:36]2[C:37]3[CH:38]=[CH:39][C:40]([CH3:43])=[CH:41][C:42]=3[C:34]3[CH2:33][N:32]([CH3:31])[CH2:45][CH2:44][C:35]2=3)[CH:6]=[C:7]([F:14])[C:8]=1[O:12][CH3:13]. Given the reactants Br[CH:2]=[C:3]([C:5]1[CH:6]=[C:7]([F:14])[C:8]([O:12][CH3:13])=[C:9]([F:11])[CH:10]=1)[CH3:4].P([O-])([O-])([O-])=O.[K+].[K+].[K+].N1CCC[C@H]1C(O)=O.[CH3:31][N:32]1[CH2:45][CH2:44][C:35]2[NH:36][C:37]3[CH:38]=[CH:39][C:40]([CH3:43])=[CH:41][C:42]=3[C:34]=2[CH2:33]1, predict the reaction product. (2) Given the reactants [CH3:1][N:2]([CH3:17])[C:3]1[N:8]=[C:7]([C:9]#N)[CH:6]=[C:5]([C:11]2[O:12][C:13]([CH3:16])=[CH:14][CH:15]=2)[N:4]=1.Cl.C1C[O:22]CC1.[Li+:24].[OH-:25], predict the reaction product. The product is: [Li+:24].[CH3:1][N:2]([CH3:17])[C:3]1[N:8]=[C:7]([C:9]([O-:22])=[O:25])[CH:6]=[C:5]([C:11]2[O:12][C:13]([CH3:16])=[CH:14][CH:15]=2)[N:4]=1. (3) Given the reactants C(=O)([O-])[O-].[Cs+].[Cs+].[CH:50]1[CH:49]=CC(P([C:50]2[C:49]([C:50]3[C:49](P(C4C=[CH:49][CH:50]=[CH:51][CH:52]=4)[C:50]4[CH:49]=CC=[CH:52][CH:51]=4)=CC=[C:52]4[C:51]=3[CH:52]=[CH:49][CH:50]=[CH:51]4)=[C:49]3[C:50]([CH:51]=[CH:52]C=C3)=[CH:52][CH:51]=2)[C:50]2[CH:49]=CC=[CH:52][CH:51]=2)=[CH:52][CH:51]=1.C1([NH:56]C)CC1.Cl[C:59]1[CH:64]=[CH:63][N:62]=[C:61]([C:65]2[CH:66]=[N:67][C:68]([N:71]3[C:79]4[C:74](=[CH:75][CH:76]=[C:77]([C:80]([N:82]5[CH2:87][CH2:86][O:85][CH2:84][CH2:83]5)=[O:81])[CH:78]=4)[C:73]([S:88][CH3:89])=[CH:72]3)=[N:69][CH:70]=2)[CH:60]=1, predict the reaction product. The product is: [CH:51]1([CH2:52][NH:56][C:59]2[CH:64]=[CH:63][N:62]=[C:61]([C:65]3[CH:66]=[N:67][C:68]([N:71]4[C:79]5[C:74](=[CH:75][CH:76]=[C:77]([C:80]([N:82]6[CH2:87][CH2:86][O:85][CH2:84][CH2:83]6)=[O:81])[CH:78]=5)[C:73]([S:88][CH3:89])=[CH:72]4)=[N:69][CH:70]=3)[CH:60]=2)[CH2:49][CH2:50]1. (4) Given the reactants [Br:1][C:2]1[CH:8]=[CH:7][C:5]([NH2:6])=[CH:4][CH:3]=1.[CH3:9][CH:10]([CH3:14])[CH2:11][C:12]#[N:13].[Al+3].[Cl-].[Cl-].[Cl-], predict the reaction product. The product is: [Br:1][C:2]1[CH:8]=[CH:7][C:5]([NH:6][C:12](=[NH:13])[CH2:11][CH:10]([CH3:14])[CH3:9])=[CH:4][CH:3]=1. (5) Given the reactants Cl.Cl[CH2:3][CH2:4][CH2:5][N:6]1[CH2:11][CH2:10][CH2:9][CH2:8][CH2:7]1.NC(N)=[S:14].[OH-].[Na+], predict the reaction product. The product is: [N:6]1([CH2:5][CH2:4][CH2:3][SH:14])[CH2:11][CH2:10][CH2:9][CH2:8][CH2:7]1. (6) Given the reactants [NH2:1][C:2]1[S:3][C:4]([C:8](=O)[CH2:9]Br)=[C:5]([CH3:7])[N:6]=1.[CH3:12][C:13]([CH3:18])([CH3:17])[C:14](=[S:16])[NH2:15].C(N(CC)CC)C, predict the reaction product. The product is: [C:13]([C:14]1[S:16][CH:9]=[C:8]([C:4]2[S:3][C:2]([NH2:1])=[N:6][C:5]=2[CH3:7])[N:15]=1)([CH3:18])([CH3:17])[CH3:12]. (7) The product is: [CH2:1]([C@@:5]1([CH2:43][CH3:44])[NH:11][C@H:10]([C:12]2[CH:13]=[CH:14][CH:15]=[CH:16][CH:17]=2)[C:9]2[CH:18]=[C:19]([O:39][CH3:40])[C:20]([CH2:22][NH:23][C@H:24]([C:35]([OH:37])=[O:36])[CH2:25][S:26][S:27][CH2:28][C@H:29]([NH2:34])[C:30]([OH:32])=[O:31])=[CH:21][C:8]=2[S:7](=[O:41])(=[O:42])[CH2:6]1)[CH2:2][CH2:3][CH3:4]. Given the reactants [CH2:1]([C@@:5]1([CH2:43][CH3:44])[NH:11][C@H:10]([C:12]2[CH:17]=[CH:16][CH:15]=[CH:14][CH:13]=2)[C:9]2[CH:18]=[C:19]([O:39][CH3:40])[C:20]([CH2:22][NH:23][C@H:24]([C:35]([O:37]C)=[O:36])[CH2:25][S:26][S:27][CH2:28][C@H:29]([NH2:34])[C:30]([O:32]C)=[O:31])=[CH:21][C:8]=2[S:7](=[O:42])(=[O:41])[CH2:6]1)[CH2:2][CH2:3][CH3:4].[Li+].[OH-].Cl, predict the reaction product. (8) Given the reactants [Br:1][C:2]1[CH:3]=[C:4]([CH:10]=[CH:11][CH:12]=1)[CH2:5][S:6](Cl)(=[O:8])=[O:7].[CH3:13][O:14][C:15]1[CH:33]=[C:32]([O:34][CH3:35])[CH:31]=[CH:30][C:16]=1[CH2:17][NH:18][CH2:19][C:20]1[CH:25]=[CH:24][C:23]([O:26][CH3:27])=[CH:22][C:21]=1[O:28][CH3:29].C(N(CC)C(C)C)(C)C, predict the reaction product. The product is: [Br:1][C:2]1[CH:3]=[C:4]([CH2:5][S:6]([N:18]([CH2:17][C:16]2[CH:30]=[CH:31][C:32]([O:34][CH3:35])=[CH:33][C:15]=2[O:14][CH3:13])[CH2:19][C:20]2[CH:25]=[CH:24][C:23]([O:26][CH3:27])=[CH:22][C:21]=2[O:28][CH3:29])(=[O:8])=[O:7])[CH:10]=[CH:11][CH:12]=1. (9) Given the reactants [Cl:1][C:2]1[S:6][C:5]([C:7]2[O:11][N:10]=[C:9]([CH2:12][N:13]3[C:17]4=[CH:18][S:19][C:20]([C:21]([OH:23])=[O:22])=[C:16]4[N:15]=[C:14]3[C:24](=[O:35])NC3CCN(C4CC4)CC3)[CH:8]=2)=[CH:4][CH:3]=1.NCC[OH:39], predict the reaction product. The product is: [Cl:1][C:2]1[S:6][C:5]([C:7]2[O:11][N:10]=[C:9]([CH2:12][N:13]3[C:17]4=[CH:18][S:19][C:20]([C:21]([OH:23])=[O:22])=[C:16]4[N:15]=[C:14]3[C:24]([OH:35])=[O:39])[CH:8]=2)=[CH:4][CH:3]=1.